Dataset: Reaction yield outcomes from USPTO patents with 853,638 reactions. Task: Predict the reaction yield, written as a fraction of the theoretical maximum amount of product (1.0 means a 100% yield; for example, 0.34 means a 34% yield). (1) The reactants are [Cl:1][C:2]1[CH:7]=[CH:6][C:5]([C:8]2([C:13]3[CH:14]=[CH:15][C:16]4[C:17]([CH:26]=3)=[C:18]([C:21]3[S:22][CH:23]=[CH:24][CH:25]=3)[O:19][N:20]=4)OCC[O:9]2)=[CH:4][CH:3]=1.C1COCC1. The product is [NH2:20][C:16]1[CH:15]=[CH:14][C:13]([C:8](=[O:9])[C:5]2[CH:4]=[CH:3][C:2]([Cl:1])=[CH:7][CH:6]=2)=[CH:26][C:17]=1[C:18]([C:21]1[S:22][CH:23]=[CH:24][CH:25]=1)=[O:19]. The catalyst is O. The yield is 0.980. (2) The reactants are [Cl:1][CH:2]([Cl:6])[C:3]([CH3:5])=O.[CH2:7]([SH:10])[CH2:8][SH:9].[O-]S([O-])(=O)=O.[Mg+2]. The catalyst is C1(C)C=CC=CC=1. The product is [CH3:5][C:3]1([CH:2]([Cl:6])[Cl:1])[S:10][CH2:7][CH2:8][S:9]1. The yield is 0.800. (3) The reactants are [CH3:1][O:2][C:3]1[CH:8]=[CH:7][CH:6]=[CH:5][C:4]=1[P:9](OC)OC.[Cl:14][C:15]1[CH:20]=[CH:19][C:18]([Mg]Br)=[CH:17][CH:16]=1. The catalyst is C(OCC)C. The product is [Cl:14][C:15]1[CH:20]=[CH:19][C:18]([P:9]([C:18]2[CH:19]=[CH:20][C:15]([Cl:14])=[CH:16][CH:17]=2)[C:4]2[CH:5]=[CH:6][CH:7]=[CH:8][C:3]=2[O:2][CH3:1])=[CH:17][CH:16]=1. The yield is 0.580. (4) The reactants are [N:1]1[CH:6]=[CH:5][CH:4]=[C:3]([C:7](=[CH2:11])C(O)=O)[CH:2]=1.[CH3:12][N:13]([C:15]([O:19]N1N=NC2C=CC=CC1=2)=[N+](C)C)C.F[P-](F)(F)(F)(F)F.C(N(CC)CC)C.N[C:44]1[CH:52]=[CH:51][C:47]([C:48]([OH:50])=[O:49])=[CH:46][CH:45]=1.Cl. The catalyst is [OH-].[Na+].C(#N)C. The product is [N:1]1[CH:6]=[CH:5][CH:4]=[C:3]([CH:7]=[CH:11][C:15]([NH:13][CH2:12][C:44]2[CH:52]=[CH:51][C:47]([C:48]([OH:50])=[O:49])=[CH:46][CH:45]=2)=[O:19])[CH:2]=1. The yield is 0.676. (5) The reactants are [NH2:1][CH2:2][CH2:3][CH2:4][OH:5].C([O-])([O-])=O.[Na+].[Na+].[CH:12]1[CH:17]=[CH:16][C:15]([CH2:18][O:19][C:20](Cl)=[O:21])=[CH:14][CH:13]=1.C(Cl)Cl. The catalyst is C1COCC1.O. The product is [OH:5][CH2:4][CH2:3][CH2:2][NH:1][C:20](=[O:21])[O:19][CH2:18][C:15]1[CH:16]=[CH:17][CH:12]=[CH:13][CH:14]=1. The yield is 0.905. (6) The yield is 0.960. The reactants are [Br:1][C:2]1[N:7]=[C:6]([C:8]([OH:10])=[O:9])[C:5]([Cl:11])=[CH:4][CH:3]=1.S(=O)(=O)(O)O.[CH2:17](O)[CH3:18]. The product is [Br:1][C:2]1[N:7]=[C:6]([C:8]([O:10][CH2:17][CH3:18])=[O:9])[C:5]([Cl:11])=[CH:4][CH:3]=1. No catalyst specified. (7) The reactants are [Si:1]([O:8][CH2:9][CH2:10][NH:11][C:12]1[N:17]=[C:16]([O:18][CH3:19])[C:15]([N+:20]([O-])=O)=[C:14]([O:23][CH3:24])[N:13]=1)([C:4]([CH3:7])([CH3:6])[CH3:5])([CH3:3])[CH3:2]. The catalyst is C(O)C. The product is [Si:1]([O:8][CH2:9][CH2:10][NH:11][C:12]1[N:13]=[C:14]([O:23][CH3:24])[C:15]([NH2:20])=[C:16]([O:18][CH3:19])[N:17]=1)([C:4]([CH3:7])([CH3:6])[CH3:5])([CH3:3])[CH3:2]. The yield is 0.840. (8) The reactants are [OH:1][C:2]1[CH:3]=[C:4]([CH2:9][CH2:10][NH:11][C:12]([C:14]23[CH2:23][CH:18]4[CH2:19][CH:20]([CH2:22][C:16]([C:24]5[CH:29]=[CH:28][C:27]([Cl:30])=[CH:26][CH:25]=5)([CH2:17]4)[CH2:15]2)[CH2:21]3)=[O:13])[CH:5]=[CH:6][C:7]=1[OH:8]. The catalyst is C(OC(=O)C)(=O)C.OS(O)(=O)=O. The product is [C:2]([O:1][C:2]1[CH:3]=[C:4]([CH2:9][CH2:10][NH:11][C:12]([C:14]23[CH2:21][CH:20]4[CH2:19][CH:18]([CH2:17][C:16]([C:24]5[CH:25]=[CH:26][C:27]([Cl:30])=[CH:28][CH:29]=5)([CH2:22]4)[CH2:15]2)[CH2:23]3)=[O:13])[CH:5]=[CH:6][C:7]=1[O:8][C:12](=[O:13])[CH3:14])(=[O:1])[CH3:7]. The yield is 0.540.